This data is from Full USPTO retrosynthesis dataset with 1.9M reactions from patents (1976-2016). The task is: Predict the reactants needed to synthesize the given product. (1) The reactants are: C(OC([NH:8][C:9]1[N:14]=[CH:13][C:12]([CH2:15][N:16]2[CH2:21][CH2:20][N:19]([C:22]([O:24][CH2:25][C:26]3[CH:31]=[CH:30][CH:29]=[CH:28][CH:27]=3)=[O:23])[CH2:18][CH2:17]2)=[CH:11][CH:10]=1)=O)(C)(C)C.C(O)(C(F)(F)F)=O. Given the product [NH2:8][C:9]1[N:14]=[CH:13][C:12]([CH2:15][N:16]2[CH2:21][CH2:20][N:19]([C:22]([O:24][CH2:25][C:26]3[CH:27]=[CH:28][CH:29]=[CH:30][CH:31]=3)=[O:23])[CH2:18][CH2:17]2)=[CH:11][CH:10]=1, predict the reactants needed to synthesize it. (2) Given the product [BH-:1]([O:19][C:17]([CH3:12])=[O:18])([O:19][C:17]([CH3:12])=[O:18])[O:24][C:23]([CH3:22])=[O:25].[Na+:2].[CH2:3]([NH:10][CH:11]1[CH2:16][CH2:15][O:14][CH2:13][CH:12]1[C:17]([O:19][CH2:20][CH3:21])=[O:18])[C:4]1[CH:5]=[CH:6][CH:7]=[CH:8][CH:9]=1, predict the reactants needed to synthesize it. The reactants are: [BH4-:1].[Na+:2].[CH2:3]([NH:10][C:11]1[CH2:16][CH2:15][O:14][CH2:13][C:12]=1[C:17]([O:19][CH2:20][CH3:21])=[O:18])[C:4]1[CH:9]=[CH:8][CH:7]=[CH:6][CH:5]=1.[CH3:22][C:23]([OH:25])=[O:24]. (3) The reactants are: [NH2:1][C:2]([C:14]1[CH:19]=[CH:18][CH:17]=[C:16]([Br:20])[CH:15]=1)([C:6]1[CH:11]=[CH:10][CH:9]=[C:8]([O:12][CH3:13])[CH:7]=1)[C:3]([OH:5])=O.[C:21](O)([C:23](F)(F)F)=O.[OH-].[K+].C[N:31]=[C:32]=[S:33]. Given the product [Br:20][C:16]1[CH:15]=[C:14]([C:2]2([C:6]3[CH:11]=[CH:10][CH:9]=[C:8]([O:12][CH3:13])[CH:7]=3)[NH:1][C:32](=[S:33])[N:31]([CH2:21][CH3:23])[C:3]2=[O:5])[CH:19]=[CH:18][CH:17]=1, predict the reactants needed to synthesize it. (4) Given the product [CH3:33][O:34][C:35](=[O:42])[C@H:36]([CH2:38][CH2:39][S:40][CH3:41])[NH:37][C:8](=[O:10])[C:7]1[CH:11]=[CH:12][C:4]([N+:1]([O-:3])=[O:2])=[CH:5][C:6]=1[C:13]1[CH:18]=[CH:17][CH:16]=[CH:15][C:14]=1[CH3:19], predict the reactants needed to synthesize it. The reactants are: [N+:1]([C:4]1[CH:12]=[CH:11][C:7]([C:8]([OH:10])=O)=[C:6]([C:13]2[CH:18]=[CH:17][CH:16]=[CH:15][C:14]=2[CH3:19])[CH:5]=1)([O-:3])=[O:2].C1C=C2C(N(O)N=NC2=CC=1)=O.Cl.[CH3:33][O:34][C:35](=[O:42])[C@H:36]([CH2:38][CH2:39][S:40][CH3:41])[NH2:37].CCN=C=NCCCN(C)C.CCN(CC)CC. (5) The reactants are: [Br:1][C:2]1[CH:9]=[CH:8][CH:7]=[C:6]([N:10]2[CH:14]=[CH:13][N:12]([C:15]3[CH:20]=[CH:19][C:18]([CH3:21])=[CH:17][CH:16]=3)[C:11]2=[O:22])[C:3]=1[CH:4]=[O:5].[BH4-].[Na+]. Given the product [Br:1][C:2]1[C:3]([CH2:4][OH:5])=[C:6]([N:10]2[CH:14]=[CH:13][N:12]([C:15]3[CH:20]=[CH:19][C:18]([CH3:21])=[CH:17][CH:16]=3)[C:11]2=[O:22])[CH:7]=[CH:8][CH:9]=1, predict the reactants needed to synthesize it. (6) Given the product [F:1][C:2]1[CH:3]=[C:4]([C:8]2[CH:9]=[C:10]([CH3:18])[C:11]([CH3:17])=[C:12]([CH:16]=2)[C:13]([NH:25][C:26]2[C:31]([CH3:32])=[CH:30][CH:29]=[C:28]([OH:33])[C:27]=2[CH3:34])=[O:15])[CH:5]=[CH:6][CH:7]=1, predict the reactants needed to synthesize it. The reactants are: [F:1][C:2]1[CH:3]=[C:4]([C:8]2[CH:9]=[C:10]([CH3:18])[C:11]([CH3:17])=[C:12]([CH:16]=2)[C:13]([OH:15])=O)[CH:5]=[CH:6][CH:7]=1.C(Cl)(C(Cl)=O)=O.[NH2:25][C:26]1[C:27]([CH3:34])=[C:28]([OH:33])[CH:29]=[CH:30][C:31]=1[CH3:32].C([O-])([O-])=O.[K+].[K+]. (7) Given the product [C:17]([OH:24])(=[O:23])[CH2:18][CH2:19][C:20]([OH:22])=[O:21].[N:1]1([C:5]2[C:15]3[CH2:14][CH2:13][NH:12][CH2:11][CH2:10][C:9]=3[CH:8]=[CH:7][C:6]=2[Cl:16])[CH2:4][CH2:3][CH2:2]1, predict the reactants needed to synthesize it. The reactants are: [N:1]1([C:5]2[C:15]3[CH2:14][CH2:13][NH:12][CH2:11][CH2:10][C:9]=3[CH:8]=[CH:7][C:6]=2[Cl:16])[CH2:4][CH2:3][CH2:2]1.[C:17]([OH:24])(=[O:23])[CH2:18][CH2:19][C:20]([OH:22])=[O:21]. (8) Given the product [Br:1][C:2]1[CH:3]=[CH:4][C:5]([C:8]([CH3:15])([CH3:14])[C:9]([OH:11])=[O:10])=[CH:6][CH:7]=1, predict the reactants needed to synthesize it. The reactants are: [Br:1][C:2]1[CH:7]=[CH:6][C:5]([C:8]([CH3:15])([CH3:14])[C:9]([O:11]CC)=[O:10])=[CH:4][CH:3]=1.[OH-].[Na+]. (9) Given the product [CH2:13]([C:8]([CH2:1][C:2]1[CH:3]=[CH:4][CH:5]=[CH:6][CH:7]=1)([CH2:11][O:12][CH3:20])[CH2:9][OH:10])[C:14]1[CH:19]=[CH:18][CH:17]=[CH:16][CH:15]=1, predict the reactants needed to synthesize it. The reactants are: [CH2:1]([C:8]([CH2:13][C:14]1[CH:19]=[CH:18][CH:17]=[CH:16][CH:15]=1)([CH2:11][OH:12])[CH2:9][OH:10])[C:2]1[CH:7]=[CH:6][CH:5]=[CH:4][CH:3]=1.[CH3:20]I.